This data is from Forward reaction prediction with 1.9M reactions from USPTO patents (1976-2016). The task is: Predict the product of the given reaction. (1) Given the reactants [CH3:1][O:2][C:3]1[CH:12]=[C:11]2[C:6]([C:7](O)=[CH:8][CH:9]=[N:10]2)=[CH:5][CH:4]=1.O=P(Cl)(Cl)[Cl:16], predict the reaction product. The product is: [Cl:16][C:7]1[C:6]2[C:11](=[CH:12][C:3]([O:2][CH3:1])=[CH:4][CH:5]=2)[N:10]=[CH:9][CH:8]=1. (2) Given the reactants [OH:1][C:2]1[CH:11]=[C:10]2[C:5]([CH:6]=[C:7]([C:12]([O:14][CH3:15])=[O:13])[N:8]=[CH:9]2)=[CH:4][CH:3]=1.[F:16][C:17]([F:30])([F:29])[S:18](O[S:18]([C:17]([F:30])([F:29])[F:16])(=[O:20])=[O:19])(=[O:20])=[O:19], predict the reaction product. The product is: [F:16][C:17]([F:30])([F:29])[S:18]([O:1][C:2]1[CH:11]=[C:10]2[C:5]([CH:6]=[C:7]([C:12]([O:14][CH3:15])=[O:13])[N:8]=[CH:9]2)=[CH:4][CH:3]=1)(=[O:20])=[O:19]. (3) Given the reactants N([O-])=O.[Na+].[CH3:5][S:6]([C:9]1[CH:14]=[CH:13][C:12]([C:15]2[N:16]=[CH:17][C:18](N)=[N:19][CH:20]=2)=[CH:11][CH:10]=1)(=[O:8])=[O:7].[O:22]=[N+]=O, predict the reaction product. The product is: [CH3:5][S:6]([C:9]1[CH:14]=[CH:13][C:12]([C:15]2[N:16]=[CH:17][C:18]([OH:22])=[N:19][CH:20]=2)=[CH:11][CH:10]=1)(=[O:8])=[O:7]. (4) Given the reactants [O:1](S(C(F)(F)F)(=O)=O)[S:2]([C:5]([F:8])([F:7])[F:6])(=[O:4])=[O:3].[CH2:16]([N:23]([CH3:35])[C@H:24]1[CH2:33][CH2:32][C:31]2[C:30](O)=[CH:29][CH:28]=[CH:27][C:26]=2[CH2:25]1)[C:17]1[CH:22]=[CH:21][CH:20]=[CH:19][CH:18]=1.CCN(CC)CC.[O-]S(C(F)(F)F)(=O)=O, predict the reaction product. The product is: [F:6][C:5]([F:8])([F:7])[S:2]([O:1][C:30]1[C:31]2[CH2:32][CH2:33][C@H:24]([N:23]([CH2:16][C:17]3[CH:18]=[CH:19][CH:20]=[CH:21][CH:22]=3)[CH3:35])[CH2:25][C:26]=2[CH:27]=[CH:28][CH:29]=1)(=[O:4])=[O:3]. (5) Given the reactants [BH4-].[Na+].[Br:3][C:4]1[C:9]([CH:10]=[O:11])=[CH:8][N:7]=[CH:6][CH:5]=1, predict the reaction product. The product is: [Br:3][C:4]1[CH:5]=[CH:6][N:7]=[CH:8][C:9]=1[CH2:10][OH:11]. (6) The product is: [CH3:34][O:37][CH:4]1[CH2:3][N:2]([C:7]([C:9]2[N:10]=[C:11]([N:14]3[CH2:17][CH:16]([S:18][C:19]4[C@H:20]([CH3:33])[C@@H:21]5[C@@H:28]([C@H:29]([OH:31])[CH3:30])[C:27](=[O:32])[N:22]5[C:23]=4[C:24]([O:26][CH2:63][C:64]4[CH:69]=[CH:68][C:67]([N+:70]([O-:72])=[O:71])=[CH:66][CH:65]=4)=[O:25])[CH2:15]3)[S:12][CH:13]=2)=[O:8])[CH2:6]1. Given the reactants [Na+].[N:2]1([C:7]([C:9]2[N:10]=[C:11]([N:14]3[CH2:17][CH:16]([S:18][C:19]4[C@H:20]([CH3:33])[C@@H:21]5[C@@H:28]([C@H:29]([OH:31])[CH3:30])[C:27](=[O:32])[N:22]5[C:23]=4[C:24]([O-:26])=[O:25])[CH2:15]3)[S:12][CH:13]=2)=[O:8])[CH2:6]C[CH2:4][CH2:3]1.[C:34]([OH:37])(=O)C.NN.C1(P(OC2[C@H](C)[C@H]3[C@@H]([C@H](O)C)C(=O)N3C=2C(O[CH2:63][C:64]2[CH:69]=[CH:68][C:67]([N+:70]([O-:72])=[O:71])=[CH:66][CH:65]=2)=O)(C2C=CC=CC=2)=O)C=CC=CC=1.C(N(C(C)C)CC)(C)C.C(=O)([O-])O.[Na+], predict the reaction product. (7) Given the reactants Br[CH2:2][C:3]1[CH:8]=[CH:7][C:6]([CH:9]([CH:15]([CH3:20])[C:16]([F:19])([F:18])[F:17])[C:10]([O:12][CH2:13][CH3:14])=[O:11])=[CH:5][CH:4]=1, predict the reaction product. The product is: [F:17][C:16]([F:19])([F:18])[CH:15]([CH3:20])[CH:9]([C:6]1[CH:7]=[CH:8][C:3]([CH2:2][C:16]([F:19])([F:18])[F:17])=[CH:4][CH:5]=1)[C:10]([O:12][CH2:13][CH3:14])=[O:11].